The task is: Regression. Given a peptide amino acid sequence and an MHC pseudo amino acid sequence, predict their binding affinity value. This is MHC class I binding data.. This data is from Peptide-MHC class I binding affinity with 185,985 pairs from IEDB/IMGT. The peptide sequence is WTDLYTSMS. The MHC is HLA-A31:01 with pseudo-sequence HLA-A31:01. The binding affinity (normalized) is 0.0847.